From a dataset of Reaction yield outcomes from USPTO patents with 853,638 reactions. Predict the reaction yield, written as a fraction of the theoretical maximum amount of product (1.0 means a 100% yield; for example, 0.34 means a 34% yield). (1) The reactants are [CH3:1][S:2]([NH:5][C:6]1[CH:21]=[CH:20][C:9]2[NH:10][C:11]([CH2:16][C:17](O)=[O:18])=[N:12][S:13](=[O:15])(=[O:14])[C:8]=2[CH:7]=1)(=[O:4])=[O:3].Cl.CN(C)[CH2:25][CH2:26][CH2:27][N:28]=C=NCC.CN1[CH2:40][CH2:39][O:38]CC1.[O-][CH2:42][CH3:43].[Na+].[CH2:45](O)C. The catalyst is CN(C)C=O. The product is [OH:38][C:39]1[C@H:40]2[C@H:27]([C@H:26]3[CH2:25][C@@H:43]2[CH2:42][CH2:45]3)[NH:28][C:17](=[O:18])[C:16]=1[C:11]1[NH:10][C:9]2[CH:20]=[CH:21][C:6]([NH:5][S:2]([CH3:1])(=[O:4])=[O:3])=[CH:7][C:8]=2[S:13](=[O:15])(=[O:14])[N:12]=1. The yield is 0.100. (2) The reactants are [Cl:1][C:2]1[CH:3]=[C:4]([CH:7]=[CH:8][C:9]=1[CH3:10])[C:5]#[N:6].C1C(=O)N([Br:18])C(=O)C1. The catalyst is C(Cl)(Cl)(Cl)Cl.N(C(C)(C)C#N)=NC(C)(C)C#N. The product is [Br:18][CH2:10][C:9]1[CH:8]=[CH:7][C:4]([C:5]#[N:6])=[CH:3][C:2]=1[Cl:1]. The yield is 0.680. (3) The reactants are [F:1][C:2]1[CH:3]=[C:4]2C(=[CH:9][CH:10]=1)NC(=O)[C:5]2=[N:12][N:13]=CC1(C)CC(C)(C(O)=O)CN1.Cl.C(N=C=NCCCN(C)C)C.[OH:37][C:38]1C2N=NNC=2[CH:41]=[CH:40][CH:39]=1.C([N:49]([CH2:52][CH3:53])[CH2:50][CH3:51])C.[NH2:54][C:55]1[CH:60]=[CH:59][CH:58]=[CH:57][C:56]=1[NH:61][C:62](=[O:77])[C:63]1[CH:68]=[CH:67][C:66]([NH:69][CH2:70][CH2:71][CH2:72][CH2:73][CH2:74][CH2:75][NH2:76])=[N:65][CH:64]=1.[CH3:78][N:79]([CH:81]=[O:82])C. The yield is 0.670. The product is [NH2:54][C:55]1[CH:60]=[CH:59][CH:58]=[CH:57][C:56]=1[NH:61][C:62](=[O:77])[C:63]1[CH:68]=[CH:67][C:66]([NH:69][CH2:70][CH2:71][CH2:72][CH2:73][CH2:74][CH2:75][NH:76][C:38]([C:39]2[C:40]([CH3:41])=[C:52]([CH:53]=[N:13][N:12]=[C:5]3[C:4]4[C:78](=[CH:9][CH:10]=[C:2]([F:1])[CH:3]=4)[NH:79][C:81]3=[O:82])[NH:49][C:50]=2[CH3:51])=[O:37])=[N:65][CH:64]=1. The catalyst is [Cl-].[Na+].O. (4) The reactants are [CH2:1]([C:4]1[O:5][CH:6]=[CH:7][CH:8]=1)[CH2:2][CH3:3].[Li]CCCC.[CH2:14]1[O:16][CH2:15]1. The catalyst is C1COCC1. The product is [CH2:1]([C:4]1[O:5][C:6]([CH2:14][CH2:15][OH:16])=[CH:7][CH:8]=1)[CH2:2][CH3:3]. The yield is 0.910. (5) The reactants are Cl.[CH:2]([N:4]1[CH:9]2[CH2:10][CH2:11][CH:5]1[CH2:6][CH:7]([N:12]1[CH2:17][CH2:16][NH:15][CH2:14][CH2:13]1)[CH2:8]2)=[O:3]. The catalyst is C(Cl)Cl. The product is [CH:2]([N:4]1[CH:9]2[CH2:10][CH2:11][CH:5]1[CH2:6][CH:7]([N:12]1[CH2:17][CH2:16][NH:15][CH2:14][CH2:13]1)[CH2:8]2)=[O:3]. The yield is 0.810. (6) The reactants are [CH3:1][O:2][C:3](=[O:24])[C:4]1[C:5](=[C:10]([CH3:23])[C:11](OS(C(F)(F)F)(=O)=O)=[CH:12][C:13]=1[OH:14])[C:6]([O:8][CH3:9])=[O:7].[Cl-].[Li+].[C:27]1([As](C2C=CC=CC=2)C2C=CC=CC=2)C=CC=C[CH:28]=1.C(C([Sn])=C(CCCC)CCCC)CCC.[F-].[K+]. The catalyst is CN1C(=O)CCC1.CCOC(C)=O. The product is [CH3:1][O:2][C:3](=[O:24])[C:4]1[C:5](=[C:10]([CH3:23])[C:11]([CH:27]=[CH2:28])=[CH:12][C:13]=1[OH:14])[C:6]([O:8][CH3:9])=[O:7]. The yield is 0.870.